Task: Predict the reactants needed to synthesize the given product.. Dataset: Full USPTO retrosynthesis dataset with 1.9M reactions from patents (1976-2016) Given the product [CH2:16]([O:18][C:19]1[CH:20]=[C:21]([CH:22]2[C:8]([C:9]3[CH:14]=[CH:13][CH:12]=[CH:11][CH:10]=3)=[C:7]([C:1]3[CH:6]=[CH:5][CH:4]=[CH:3][CH:2]=3)[NH:34][C:32](=[O:33])[NH:31]2)[CH:24]=[C:25]([N+:28]([O-:30])=[O:29])[C:26]=1[OH:27])[CH3:17], predict the reactants needed to synthesize it. The reactants are: [C:1]1([C:7](=O)[CH2:8][C:9]2[CH:14]=[CH:13][CH:12]=[CH:11][CH:10]=2)[CH:6]=[CH:5][CH:4]=[CH:3][CH:2]=1.[CH2:16]([O:18][C:19]1[CH:20]=[C:21]([CH:24]=[C:25]([N+:28]([O-:30])=[O:29])[C:26]=1[OH:27])[CH:22]=O)[CH3:17].[NH2:31][C:32]([NH2:34])=[O:33].Cl.